Task: Regression. Given two drug SMILES strings and cell line genomic features, predict the synergy score measuring deviation from expected non-interaction effect.. Dataset: NCI-60 drug combinations with 297,098 pairs across 59 cell lines (1) Cell line: ACHN. Drug 2: C(CN)CNCCSP(=O)(O)O. Synergy scores: CSS=-0.581, Synergy_ZIP=3.13, Synergy_Bliss=1.40, Synergy_Loewe=2.50, Synergy_HSA=-2.86. Drug 1: C1=CN(C=N1)CC(O)(P(=O)(O)O)P(=O)(O)O. (2) Cell line: HOP-92. Synergy scores: CSS=-15.2, Synergy_ZIP=4.23, Synergy_Bliss=-6.33, Synergy_Loewe=-16.5, Synergy_HSA=-15.0. Drug 2: C#CCC(CC1=CN=C2C(=N1)C(=NC(=N2)N)N)C3=CC=C(C=C3)C(=O)NC(CCC(=O)O)C(=O)O. Drug 1: CC1=CC2C(CCC3(C2CCC3(C(=O)C)OC(=O)C)C)C4(C1=CC(=O)CC4)C. (3) Drug 1: CCCS(=O)(=O)NC1=C(C(=C(C=C1)F)C(=O)C2=CNC3=C2C=C(C=N3)C4=CC=C(C=C4)Cl)F. Drug 2: C1=NC(=NC(=O)N1C2C(C(C(O2)CO)O)O)N. Cell line: COLO 205. Synergy scores: CSS=42.8, Synergy_ZIP=2.73, Synergy_Bliss=5.45, Synergy_Loewe=-3.30, Synergy_HSA=4.00. (4) Drug 1: CC1=C(C=C(C=C1)NC(=O)C2=CC=C(C=C2)CN3CCN(CC3)C)NC4=NC=CC(=N4)C5=CN=CC=C5. Drug 2: CC1C(C(CC(O1)OC2CC(OC(C2O)C)OC3=CC4=CC5=C(C(=O)C(C(C5)C(C(=O)C(C(C)O)O)OC)OC6CC(C(C(O6)C)O)OC7CC(C(C(O7)C)O)OC8CC(C(C(O8)C)O)(C)O)C(=C4C(=C3C)O)O)O)O. Cell line: NCIH23. Synergy scores: CSS=42.2, Synergy_ZIP=0.603, Synergy_Bliss=1.37, Synergy_Loewe=-20.5, Synergy_HSA=0.0409. (5) Drug 1: CC1C(C(=O)NC(C(=O)N2CCCC2C(=O)N(CC(=O)N(C(C(=O)O1)C(C)C)C)C)C(C)C)NC(=O)C3=C4C(=C(C=C3)C)OC5=C(C(=O)C(=C(C5=N4)C(=O)NC6C(OC(=O)C(N(C(=O)CN(C(=O)C7CCCN7C(=O)C(NC6=O)C(C)C)C)C)C(C)C)C)N)C. Drug 2: C1=NC2=C(N=C(N=C2N1C3C(C(C(O3)CO)O)F)Cl)N. Cell line: SF-539. Synergy scores: CSS=0.485, Synergy_ZIP=-0.853, Synergy_Bliss=-1.32, Synergy_Loewe=-5.22, Synergy_HSA=-4.24.